From a dataset of hERG Central: cardiac toxicity at 1µM, 10µM, and general inhibition. Predict hERG channel inhibition at various concentrations. (1) The compound is CCN(CC)CCC(c1ccc2c(c1)OCO2)c1c(OC)cc(OC)c2c(-c3ccccc3)cc(=O)oc12. Results: hERG_inhib (hERG inhibition (general)): blocker. (2) The compound is Cc1cc2c(cc1S(=O)(=O)NCc1ccc(Cl)cc1)OCC(=O)N2. Results: hERG_inhib (hERG inhibition (general)): blocker. (3) The compound is O=C(Nc1ccc[n+](CC(=O)c2cccc3ccccc23)c1)c1ccccc1.[Br-]. Results: hERG_inhib (hERG inhibition (general)): blocker. (4) The drug is CCc1nn(CC(=O)NCCCN(CC)Cc2ccccc2)c(=O)c2cc3sccc3n12. Results: hERG_inhib (hERG inhibition (general)): blocker. (5) The compound is CCN(CC1CCCN(CCc2cccc(F)c2)C1)C(=O)c1ccc(CSC)o1. Results: hERG_inhib (hERG inhibition (general)): blocker. (6) The drug is O=C(Cc1cn(Cc2cccc(Cl)c2)c2ccccc12)N1CCCC1. Results: hERG_inhib (hERG inhibition (general)): blocker.